This data is from Catalyst prediction with 721,799 reactions and 888 catalyst types from USPTO. The task is: Predict which catalyst facilitates the given reaction. Reactant: C([N-]C(C)C)(C)C.[Li+].[C:9]([O:13][CH3:14])(=[O:12])[C:10]#[CH:11].[CH3:15][C:16]1([CH3:25])[CH2:21][CH2:20][C:19]([CH3:23])([CH3:22])[CH2:18][C:17]1=[O:24]. Product: [OH:24][C:17]1([C:11]#[C:10][C:9]([O:13][CH3:14])=[O:12])[CH2:18][C:19]([CH3:23])([CH3:22])[CH2:20][CH2:21][C:16]1([CH3:25])[CH3:15]. The catalyst class is: 1.